From a dataset of Forward reaction prediction with 1.9M reactions from USPTO patents (1976-2016). Predict the product of the given reaction. (1) Given the reactants [NH2:1][C:2]1[CH:10]=[CH:9][CH:8]=[C:7]2[C:3]=1[C:4](=[O:20])[N:5]([CH:12]1[CH2:17][CH2:16][C:15](=[O:18])[NH:14][C:13]1=[O:19])[C:6]2=[O:11].[O:21]([CH2:28][C:29](Cl)=[O:30])[C:22]1[CH:27]=[CH:26][CH:25]=[CH:24][CH:23]=1.CO, predict the reaction product. The product is: [O:19]=[C:13]1[CH:12]([N:5]2[C:4](=[O:20])[C:3]3[C:7](=[CH:8][CH:9]=[CH:10][C:2]=3[NH:1][C:29](=[O:30])[CH2:28][O:21][C:22]3[CH:27]=[CH:26][CH:25]=[CH:24][CH:23]=3)[C:6]2=[O:11])[CH2:17][CH2:16][C:15](=[O:18])[NH:14]1. (2) Given the reactants [F:1][C:2]1[CH:7]=[C:6]([F:8])[C:5]([F:9])=[CH:4][C:3]=1[C@H:10]1[C@H:15]([NH2:16])[CH:14]=[C:13]([O:17][Si:18]([CH:25]([CH3:27])[CH3:26])([CH:22]([CH3:24])[CH3:23])[CH:19]([CH3:21])[CH3:20])[CH2:12][CH2:11]1.C(N(CC)CC)C.[C:35](O[C:35]([O:37][C:38]([CH3:41])([CH3:40])[CH3:39])=[O:36])([O:37][C:38]([CH3:41])([CH3:40])[CH3:39])=[O:36], predict the reaction product. The product is: [C:38]([O:37][C:35](=[O:36])[NH:16][C@H:15]1[C@H:10]([C:3]2[CH:4]=[C:5]([F:9])[C:6]([F:8])=[CH:7][C:2]=2[F:1])[CH2:11][CH2:12][C:13]([O:17][Si:18]([CH:22]([CH3:24])[CH3:23])([CH:25]([CH3:27])[CH3:26])[CH:19]([CH3:20])[CH3:21])=[CH:14]1)([CH3:41])([CH3:40])[CH3:39].